Dataset: Peptide-MHC class I binding affinity with 185,985 pairs from IEDB/IMGT. Task: Regression. Given a peptide amino acid sequence and an MHC pseudo amino acid sequence, predict their binding affinity value. This is MHC class I binding data. (1) The MHC is HLA-B51:01 with pseudo-sequence HLA-B51:01. The binding affinity (normalized) is 0.358. The peptide sequence is APNVISSKI. (2) The peptide sequence is LDEEFRQYTA. The MHC is Mamu-B01 with pseudo-sequence Mamu-B01. The binding affinity (normalized) is 0. (3) The peptide sequence is ERLKIRASL. The binding affinity (normalized) is 0. The MHC is HLA-A03:01 with pseudo-sequence HLA-A03:01. (4) The binding affinity (normalized) is 0. The MHC is HLA-B51:01 with pseudo-sequence HLA-B51:01. The peptide sequence is SPVNQQCHF. (5) The peptide sequence is VITETIPIGM. The MHC is HLA-A68:02 with pseudo-sequence HLA-A68:02. The binding affinity (normalized) is 0.103. (6) The peptide sequence is TTDFTRLRY. The MHC is HLA-A26:01 with pseudo-sequence HLA-A26:01. The binding affinity (normalized) is 0.280. (7) The peptide sequence is PLRPMTYR. The MHC is HLA-B07:02 with pseudo-sequence HLA-B07:02. The binding affinity (normalized) is 0.168. (8) The peptide sequence is RVATENIAV. The MHC is HLA-A11:01 with pseudo-sequence HLA-A11:01. The binding affinity (normalized) is 0.0847. (9) The peptide sequence is WANFKFRDLLF. The MHC is H-2-Db with pseudo-sequence H-2-Db. The binding affinity (normalized) is 0.0578.